Dataset: NCI-60 drug combinations with 297,098 pairs across 59 cell lines. Task: Regression. Given two drug SMILES strings and cell line genomic features, predict the synergy score measuring deviation from expected non-interaction effect. (1) Cell line: SK-OV-3. Drug 1: C1=CC(=CC=C1CCCC(=O)O)N(CCCl)CCCl. Synergy scores: CSS=48.9, Synergy_ZIP=-0.379, Synergy_Bliss=1.94, Synergy_Loewe=-1.35, Synergy_HSA=2.68. Drug 2: CC=C1C(=O)NC(C(=O)OC2CC(=O)NC(C(=O)NC(CSSCCC=C2)C(=O)N1)C(C)C)C(C)C. (2) Drug 1: CCCS(=O)(=O)NC1=C(C(=C(C=C1)F)C(=O)C2=CNC3=C2C=C(C=N3)C4=CC=C(C=C4)Cl)F. Drug 2: C1=CC(=CC=C1C#N)C(C2=CC=C(C=C2)C#N)N3C=NC=N3. Cell line: PC-3. Synergy scores: CSS=3.18, Synergy_ZIP=0.926, Synergy_Bliss=4.98, Synergy_Loewe=3.73, Synergy_HSA=3.51. (3) Drug 1: CN(C)C1=NC(=NC(=N1)N(C)C)N(C)C. Drug 2: C#CCC(CC1=CN=C2C(=N1)C(=NC(=N2)N)N)C3=CC=C(C=C3)C(=O)NC(CCC(=O)O)C(=O)O. Cell line: NCI-H522. Synergy scores: CSS=-5.79, Synergy_ZIP=0.936, Synergy_Bliss=-3.02, Synergy_Loewe=-6.79, Synergy_HSA=-6.38. (4) Drug 1: C1=NC2=C(N=C(N=C2N1C3C(C(C(O3)CO)O)F)Cl)N. Drug 2: CC1CCC2CC(C(=CC=CC=CC(CC(C(=O)C(C(C(=CC(C(=O)CC(OC(=O)C3CCCCN3C(=O)C(=O)C1(O2)O)C(C)CC4CCC(C(C4)OC)O)C)C)O)OC)C)C)C)OC. Cell line: DU-145. Synergy scores: CSS=15.6, Synergy_ZIP=-1.34, Synergy_Bliss=-0.0328, Synergy_Loewe=6.09, Synergy_HSA=5.98. (5) Drug 1: C1=CC(=C2C(=C1NCCNCCO)C(=O)C3=C(C=CC(=C3C2=O)O)O)NCCNCCO. Drug 2: C1C(C(OC1N2C=NC(=NC2=O)N)CO)O. Cell line: UO-31. Synergy scores: CSS=25.3, Synergy_ZIP=-10.1, Synergy_Bliss=-3.18, Synergy_Loewe=-10.2, Synergy_HSA=1.13. (6) Drug 1: CN1CCC(CC1)COC2=C(C=C3C(=C2)N=CN=C3NC4=C(C=C(C=C4)Br)F)OC. Drug 2: CC12CCC3C(C1CCC2O)C(CC4=C3C=CC(=C4)O)CCCCCCCCCS(=O)CCCC(C(F)(F)F)(F)F. Cell line: OVCAR3. Synergy scores: CSS=19.9, Synergy_ZIP=4.00, Synergy_Bliss=9.80, Synergy_Loewe=1.78, Synergy_HSA=8.55. (7) Drug 1: C1=CC(=CC=C1CCCC(=O)O)N(CCCl)CCCl. Drug 2: CC1=C(C(=CC=C1)Cl)NC(=O)C2=CN=C(S2)NC3=CC(=NC(=N3)C)N4CCN(CC4)CCO. Cell line: MDA-MB-435. Synergy scores: CSS=-7.63, Synergy_ZIP=4.79, Synergy_Bliss=4.50, Synergy_Loewe=-3.03, Synergy_HSA=-2.50. (8) Drug 1: CC1C(C(CC(O1)OC2CC(CC3=C2C(=C4C(=C3O)C(=O)C5=C(C4=O)C(=CC=C5)OC)O)(C(=O)C)O)N)O.Cl. Drug 2: CS(=O)(=O)OCCCCOS(=O)(=O)C. Cell line: SF-268. Synergy scores: CSS=43.8, Synergy_ZIP=-2.12, Synergy_Bliss=2.89, Synergy_Loewe=-19.3, Synergy_HSA=1.21.